This data is from Reaction yield outcomes from USPTO patents with 853,638 reactions. The task is: Predict the reaction yield, written as a fraction of the theoretical maximum amount of product (1.0 means a 100% yield; for example, 0.34 means a 34% yield). (1) The reactants are Br[C:2]1[CH:3]=[C:4]2[C:9](=[CH:10][CH:11]=1)[NH:8][C:7](=[O:12])[CH:6]=[CH:5]2.[Cu][C:14]#[N:15].CN1C(=O)CCC1. The catalyst is O. The product is [C:14]([C:2]1[CH:3]=[C:4]2[C:9](=[CH:10][CH:11]=1)[NH:8][C:7](=[O:12])[CH:6]=[CH:5]2)#[N:15]. The yield is 0.910. (2) The reactants are [Li+].CC([N-]C(C)C)C.[CH2:9]([O:11][C:12](=[O:21])[CH:13]([C:15]1[CH:20]=[CH:19][CH:18]=[CH:17][CH:16]=1)[CH3:14])[CH3:10].Br[CH2:23][CH2:24][CH2:25][CH2:26][CH2:27][Br:28].[NH4+].[Cl-]. The catalyst is C1COCC1.CN1C(=O)N(C)CCC1. The product is [Br:28][CH2:27][CH2:26][CH2:25][CH2:24][CH2:23][C:13]([CH3:14])([C:15]1[CH:20]=[CH:19][CH:18]=[CH:17][CH:16]=1)[C:12]([O:11][CH2:9][CH3:10])=[O:21]. The yield is 0.580.